Task: Regression. Given a peptide amino acid sequence and an MHC pseudo amino acid sequence, predict their binding affinity value. This is MHC class I binding data.. Dataset: Peptide-MHC class I binding affinity with 185,985 pairs from IEDB/IMGT (1) The peptide sequence is FLLNKEMYL. The MHC is HLA-A02:02 with pseudo-sequence HLA-A02:02. The binding affinity (normalized) is 1.00. (2) The peptide sequence is ALDATGFVV. The MHC is HLA-A02:01 with pseudo-sequence HLA-A02:01. The binding affinity (normalized) is 0.797. (3) The peptide sequence is NLALLYGEY. The MHC is HLA-A01:01 with pseudo-sequence HLA-A01:01. The binding affinity (normalized) is 0.481. (4) The peptide sequence is RGPYRAFVKI. The MHC is H-2-Dd with pseudo-sequence H-2-Dd. The binding affinity (normalized) is 0.874.